From a dataset of NCI-60 drug combinations with 297,098 pairs across 59 cell lines. Regression. Given two drug SMILES strings and cell line genomic features, predict the synergy score measuring deviation from expected non-interaction effect. (1) Drug 1: C1CC(C1)(C(=O)O)C(=O)O.[NH2-].[NH2-].[Pt+2]. Drug 2: C1C(C(OC1N2C=NC3=C2NC=NCC3O)CO)O. Cell line: SNB-75. Synergy scores: CSS=1.69, Synergy_ZIP=0.692, Synergy_Bliss=4.65, Synergy_Loewe=2.21, Synergy_HSA=2.39. (2) Drug 1: C1CCN(CC1)CCOC2=CC=C(C=C2)C(=O)C3=C(SC4=C3C=CC(=C4)O)C5=CC=C(C=C5)O. Drug 2: CC1=C(C=C(C=C1)NC(=O)C2=CC=C(C=C2)CN3CCN(CC3)C)NC4=NC=CC(=N4)C5=CN=CC=C5. Cell line: HCT-15. Synergy scores: CSS=-0.141, Synergy_ZIP=1.17, Synergy_Bliss=3.76, Synergy_Loewe=-4.94, Synergy_HSA=-3.83. (3) Drug 1: CCN(CC)CCNC(=O)C1=C(NC(=C1C)C=C2C3=C(C=CC(=C3)F)NC2=O)C. Drug 2: CC1C(C(CC(O1)OC2CC(CC3=C2C(=C4C(=C3O)C(=O)C5=CC=CC=C5C4=O)O)(C(=O)C)O)N)O. Cell line: K-562. Synergy scores: CSS=21.3, Synergy_ZIP=-0.713, Synergy_Bliss=-3.86, Synergy_Loewe=-23.7, Synergy_HSA=-4.29. (4) Drug 1: CC1OCC2C(O1)C(C(C(O2)OC3C4COC(=O)C4C(C5=CC6=C(C=C35)OCO6)C7=CC(=C(C(=C7)OC)O)OC)O)O. Drug 2: CC1C(C(CC(O1)OC2CC(OC(C2O)C)OC3=CC4=CC5=C(C(=O)C(C(C5)C(C(=O)C(C(C)O)O)OC)OC6CC(C(C(O6)C)O)OC7CC(C(C(O7)C)O)OC8CC(C(C(O8)C)O)(C)O)C(=C4C(=C3C)O)O)O)O. Cell line: HCT116. Synergy scores: CSS=55.0, Synergy_ZIP=4.90, Synergy_Bliss=5.20, Synergy_Loewe=5.27, Synergy_HSA=6.36. (5) Drug 1: CCC(=C(C1=CC=CC=C1)C2=CC=C(C=C2)OCCN(C)C)C3=CC=CC=C3.C(C(=O)O)C(CC(=O)O)(C(=O)O)O. Drug 2: CCN(CC)CCCC(C)NC1=C2C=C(C=CC2=NC3=C1C=CC(=C3)Cl)OC. Cell line: EKVX. Synergy scores: CSS=21.3, Synergy_ZIP=-3.34, Synergy_Bliss=-1.41, Synergy_Loewe=-10.3, Synergy_HSA=-0.932. (6) Drug 1: CCN(CC)CCCC(C)NC1=C2C=C(C=CC2=NC3=C1C=CC(=C3)Cl)OC. Drug 2: C(CN)CNCCSP(=O)(O)O. Cell line: M14. Synergy scores: CSS=15.5, Synergy_ZIP=-4.09, Synergy_Bliss=0.806, Synergy_Loewe=-19.1, Synergy_HSA=-3.17. (7) Drug 1: C1=NC(=NC(=O)N1C2C(C(C(O2)CO)O)O)N. Drug 2: CC(C)NC(=O)C1=CC=C(C=C1)CNNC.Cl. Cell line: K-562. Synergy scores: CSS=52.4, Synergy_ZIP=0.625, Synergy_Bliss=-1.81, Synergy_Loewe=-28.4, Synergy_HSA=-2.76.